From a dataset of Catalyst prediction with 721,799 reactions and 888 catalyst types from USPTO. Predict which catalyst facilitates the given reaction. Reactant: Br[C:2]1[CH:3]=[C:4]2[C:9](=[CH:10][CH:11]=1)[N:8]=[CH:7][N:6]([CH3:12])[C:5]2=[O:13].[B:14]1([B:14]2[O:18][C:17]([CH3:20])([CH3:19])[C:16]([CH3:22])([CH3:21])[O:15]2)[O:18][C:17]([CH3:20])([CH3:19])[C:16]([CH3:22])([CH3:21])[O:15]1.C([O-])(=O)C.[K+].O. Product: [CH3:12][N:6]1[C:5](=[O:13])[C:4]2[C:9](=[CH:10][CH:11]=[C:2]([B:14]3[O:18][C:17]([CH3:20])([CH3:19])[C:16]([CH3:22])([CH3:21])[O:15]3)[CH:3]=2)[N:8]=[CH:7]1. The catalyst class is: 13.